From a dataset of Full USPTO retrosynthesis dataset with 1.9M reactions from patents (1976-2016). Predict the reactants needed to synthesize the given product. (1) Given the product [Br:7][C:8]1[CH:13]=[C:12]([CH2:14][N:1]2[CH2:5][CH2:4][CH2:3][C:2]2=[O:6])[CH:11]=[N:10][CH:9]=1, predict the reactants needed to synthesize it. The reactants are: [NH:1]1[CH2:5][CH2:4][CH2:3][C:2]1=[O:6].[Br:7][C:8]1[CH:9]=[N:10][CH:11]=[C:12]([CH2:14]Cl)[CH:13]=1. (2) Given the product [NH2:34][C:31]1[N:32]=[CH:33][C:28]([C:2]2[C:10]3[N:9]4[CH2:11][CH2:12][CH2:13][NH:14][C:15](=[O:16])[C:8]4=[C:7]([CH3:17])[C:6]=3[CH:5]=[C:4]([C:18]#[N:19])[CH:3]=2)=[CH:29][CH:30]=1, predict the reactants needed to synthesize it. The reactants are: Br[C:2]1[C:10]2[N:9]3[CH2:11][CH2:12][CH2:13][NH:14][C:15](=[O:16])[C:8]3=[C:7]([CH3:17])[C:6]=2[CH:5]=[C:4]([C:18]#[N:19])[CH:3]=1.CC1(C)C(C)(C)OB([C:28]2[CH:29]=[CH:30][C:31]([NH2:34])=[N:32][CH:33]=2)O1. (3) Given the product [P:2]([O-:5])([O-:4])([O-:3])=[O:1].[Ca+2:10].[P:2]([O-:5])([O-:4])([O-:3])=[O:1].[Ca+2:10].[Ca+2:10], predict the reactants needed to synthesize it. The reactants are: [O-:1][P:2]([O:5]P([O-])([O-])=O)(=[O:4])[O-:3].[Ca+2:10].[Ca+2].